Predict which catalyst facilitates the given reaction. From a dataset of Catalyst prediction with 721,799 reactions and 888 catalyst types from USPTO. (1) Reactant: [C:1](Cl)(=[O:3])[CH3:2].[NH2:5][O:6][CH2:7][C:8]1[N:9]([CH2:22][CH:23]([CH3:25])[CH3:24])[C:10]2[C:19]3[CH2:18][CH2:17][CH2:16][CH2:15][C:14]=3[N:13]=[C:12]([NH2:20])[C:11]=2[N:21]=1. Product: [NH2:20][C:12]1[C:11]2[N:21]=[C:8]([CH2:7][O:6][NH:5][C:1](=[O:3])[CH3:2])[N:9]([CH2:22][CH:23]([CH3:25])[CH3:24])[C:10]=2[C:19]2[CH2:18][CH2:17][CH2:16][CH2:15][C:14]=2[N:13]=1. The catalyst class is: 236. (2) Reactant: COC1C=CC([C@@H]([N:11]2[C@H:24]3[C@H:15]([CH2:16][CH2:17][C:18]4[C:23]3=[N:22][CH:21]=[CH:20][CH:19]=4)[CH2:14][CH2:13][CH2:12]2)C)=CC=1.FC(F)(F)C(O)=O. Product: [NH:22]1[C@H:23]2[C@H:18]([CH2:17][CH2:16][C:15]3[C:24]2=[N:11][CH:12]=[CH:13][CH:14]=3)[CH2:19][CH2:20][CH2:21]1. The catalyst class is: 4. (3) Reactant: [C:1]1([B-:7]([C:20]2[CH:25]=[CH:24][CH:23]=[CH:22][CH:21]=2)([C:14]2[CH:19]=[CH:18][CH:17]=[CH:16][CH:15]=2)[C:8]2[CH:13]=[CH:12][CH:11]=[CH:10][CH:9]=2)[CH:6]=[CH:5][CH:4]=[CH:3][CH:2]=1.[Na+].O.Cl.[C:29]([P:33]([C:38]([CH3:41])([CH3:40])[CH3:39])[C:34]([CH3:37])([CH3:36])[CH3:35])([CH3:32])([CH3:31])[CH3:30]. The catalyst class is: 11. Product: [C:20]1([B-:7]([C:1]2[CH:2]=[CH:3][CH:4]=[CH:5][CH:6]=2)([C:8]2[CH:9]=[CH:10][CH:11]=[CH:12][CH:13]=2)[C:14]2[CH:19]=[CH:18][CH:17]=[CH:16][CH:15]=2)[CH:21]=[CH:22][CH:23]=[CH:24][CH:25]=1.[C:38]([PH+:33]([C:29]([CH3:32])([CH3:31])[CH3:30])[C:34]([CH3:37])([CH3:36])[CH3:35])([CH3:39])([CH3:40])[CH3:41]. (4) Reactant: C[Si]([N-][Si](C)(C)C)(C)C.[Na+].[Br-].[CH2:12]([P+](C1C=CC=CC=1)(C1C=CC=CC=1)C1C=CC=CC=1)[CH2:13][CH2:14][CH2:15][CH2:16][CH3:17].[I:37][C:38]1[CH:39]=[C:40]([CH:56]=[C:57]([C:61]([O:63][CH3:64])=[O:62])[C:58]=1[O:59][CH3:60])[C:41]([C:43]1[CH:48]=[C:47]([C:49]([O:51][CH3:52])=[O:50])[C:46]([O:53][CH3:54])=[C:45]([I:55])[CH:44]=1)=O. Product: [CH3:12][CH2:13][CH2:14][CH2:15][CH2:16][CH:17]=[C:41]([C:43]1[CH:44]=[C:45]([I:55])[C:46]([O:53][CH3:54])=[C:47]([C:49]([O:51][CH3:52])=[O:50])[CH:48]=1)[C:40]1[CH:39]=[C:38]([I:37])[C:58]([O:59][CH3:60])=[C:57]([C:61]([O:63][CH3:64])=[O:62])[CH:56]=1. The catalyst class is: 1. (5) Reactant: [F:1][C:2]1[CH:7]=[C:6](I)[CH:5]=[CH:4][C:3]=1[CH2:9][C:10]([O:12][CH3:13])=[O:11].C(=O)([O-])[O-].[K+].[K+].[OH:20][C:21]1[CH:26]=[CH:25][CH:24]=[CH:23][N:22]=1. Product: [F:1][C:2]1[CH:7]=[C:6]([N:22]2[CH:23]=[CH:24][CH:25]=[CH:26][C:21]2=[O:20])[CH:5]=[CH:4][C:3]=1[CH2:9][C:10]([O:12][CH3:13])=[O:11]. The catalyst class is: 156. (6) Reactant: [Br:1][C:2]1[CH:3]=[N:4][NH:5][CH:6]=1.C(=O)([O-])[O-].[Cs+].[Cs+].Br[CH2:14][CH2:15]Cl.[CH3:17][NH:18][CH3:19].C1COCC1. Product: [Br:1][C:2]1[CH:3]=[N:4][N:5]([CH2:14][CH2:15][N:18]([CH3:19])[CH3:17])[CH:6]=1. The catalyst class is: 9. (7) Product: [CH2:10]([N:17]([C:27]1[CH:32]=[CH:31][C:30]([F:33])=[C:29]([Cl:34])[CH:28]=1)[CH:18]([CH:19]([CH3:21])[CH3:20])[CH2:22][OH:23])[C:11]1[CH:12]=[CH:13][CH:14]=[CH:15][CH:16]=1. Reactant: CC(C[Al]CC(C)C)C.[CH2:10]([N:17]([C:27]1[CH:32]=[CH:31][C:30]([F:33])=[C:29]([Cl:34])[CH:28]=1)[C@H:18]([C:22](OCC)=[O:23])[CH:19]([CH3:21])[CH3:20])[C:11]1[CH:16]=[CH:15][CH:14]=[CH:13][CH:12]=1.C(OCC)C. The catalyst class is: 6.